From a dataset of Catalyst prediction with 721,799 reactions and 888 catalyst types from USPTO. Predict which catalyst facilitates the given reaction. (1) Reactant: [C:1]([O:5][CH2:6][CH2:7][CH2:8][CH2:9][CH2:10][CH:11]([CH3:13])[CH3:12])(=[O:4])[CH:2]=[CH2:3].[C:14]([O:17][CH:18]=[CH2:19])(=[O:16])[CH3:15].N(C(C)(CC)C#N)=NC(C)(CC)C#N. Product: [C:1]([O:5][CH2:6][CH2:7][CH2:8][CH2:9][CH2:10][CH:11]([CH3:13])[CH3:12])(=[O:4])[CH:2]=[CH2:3].[C:14]([O:17][CH:18]=[CH2:19])(=[O:16])[CH3:15]. The catalyst class is: 13. (2) Reactant: [C:1]([C:5]1[N:10]=[C:9](Cl)[C:8]([C:12]([O:14][CH2:15][CH3:16])=[O:13])=[CH:7][N:6]=1)([CH3:4])([CH3:3])[CH3:2].[N:17]1[CH:22]=[CH:21][CH:20]=[C:19](B(O)O)[CH:18]=1. Product: [C:1]([C:5]1[N:10]=[C:9]([C:19]2[CH:18]=[N:17][CH:22]=[CH:21][CH:20]=2)[C:8]([C:12]([O:14][CH2:15][CH3:16])=[O:13])=[CH:7][N:6]=1)([CH3:4])([CH3:3])[CH3:2]. The catalyst class is: 73. (3) Reactant: O[CH2:2][C:3]1[CH:8]=[C:7]([CH3:9])[CH:6]=[CH:5][C:4]=1/[CH:10]=[CH:11]/[C:12]([O:14][C:15]([CH3:18])([CH3:17])[CH3:16])=[O:13].C(Br)(Br)(Br)[Br:20].C1(P(C2C=CC=CC=2)C2C=CC=CC=2)C=CC=CC=1.O. Product: [Br:20][CH2:2][C:3]1[CH:8]=[C:7]([CH3:9])[CH:6]=[CH:5][C:4]=1/[CH:10]=[CH:11]/[C:12]([O:14][C:15]([CH3:18])([CH3:17])[CH3:16])=[O:13]. The catalyst class is: 56. (4) Reactant: COC1C=CC(C([O:9][C@@H:10]2[CH2:14][N:13]([C:15]([O:17][C:18]([CH3:21])([CH3:20])[CH3:19])=[O:16])[C@@H:12]([CH2:22][O:23][CH3:24])[CH2:11]2)=O)=CC=1.[OH-].[Na+]. Product: [OH:9][C@@H:10]1[CH2:14][N:13]([C:15]([O:17][C:18]([CH3:19])([CH3:20])[CH3:21])=[O:16])[C@@H:12]([CH2:22][O:23][CH3:24])[CH2:11]1. The catalyst class is: 30. (5) Reactant: [C:1]([C:3]1[CH:4]=[CH:5][C:6]2[N:10]=[CH:9][N:8]([CH2:11][CH:12]3[CH2:17][CH2:16][CH2:15][C:14]([CH2:19][NH:20][CH2:21][C:22]([CH3:28])([CH3:27])[C:23]([O:25][CH3:26])=[O:24])([OH:18])[CH2:13]3)[C:7]=2[CH:29]=1)#[N:2].C1N=CN([C:35](N2C=NC=C2)=[O:36])C=1. Product: [C:1]([C:3]1[CH:4]=[CH:5][C:6]2[N:10]=[CH:9][N:8]([CH2:11][C@H:12]3[CH2:17][CH2:16][CH2:15][C@:14]4([O:18][C:35](=[O:36])[N:20]([CH2:21][C:22]([CH3:27])([CH3:28])[C:23]([O:25][CH3:26])=[O:24])[CH2:19]4)[CH2:13]3)[C:7]=2[CH:29]=1)#[N:2]. The catalyst class is: 12. (6) Reactant: [OH:1][C:2]1[CH:7]=[CH:6][C:5]([CH:8]2[CH2:13][CH2:12][C:11](=[CH:14][C:15]([O:17][CH2:18][CH3:19])=[O:16])[CH2:10][CH2:9]2)=[CH:4][CH:3]=1. Product: [OH:1][C:2]1[CH:3]=[CH:4][C:5]([CH:8]2[CH2:9][CH2:10][CH:11]([CH2:14][C:15]([O:17][CH2:18][CH3:19])=[O:16])[CH2:12][CH2:13]2)=[CH:6][CH:7]=1. The catalyst class is: 99. (7) Product: [Br:15][CH2:9][C:4]1[CH:5]=[C:6]([Cl:8])[CH:7]=[C:2]([Cl:1])[C:3]=1[S:10]([CH2:13][CH3:14])(=[O:12])=[O:11]. The catalyst class is: 10. Reactant: [Cl:1][C:2]1[CH:7]=[C:6]([Cl:8])[CH:5]=[C:4]([CH3:9])[C:3]=1[S:10]([CH2:13][CH3:14])(=[O:12])=[O:11].[Br:15]CC1C=C(C=CC=1S(CC)(=O)=O)C#N. (8) Reactant: [CH2:1]([O:3][C:4](=[O:15])[CH2:5][CH2:6][C:7]1[CH:12]=[CH:11][C:10]([NH:13][NH2:14])=[CH:9][CH:8]=1)[CH3:2].[CH3:16][C:17]([CH3:24])([CH3:23])[C:18](=O)[CH2:19][C:20]#[N:21]. Product: [C:17]([C:18]1[CH:19]=[C:20]([NH2:21])[N:13]([C:10]2[CH:11]=[CH:12][C:7]([CH2:6][CH2:5][C:4]([O:3][CH2:1][CH3:2])=[O:15])=[CH:8][CH:9]=2)[N:14]=1)([CH3:24])([CH3:23])[CH3:16]. The catalyst class is: 8.